This data is from Forward reaction prediction with 1.9M reactions from USPTO patents (1976-2016). The task is: Predict the product of the given reaction. The product is: [Cl:14][C:15]1[CH:20]=[C:19]([C:21]2([C:23]([F:26])([F:24])[F:25])[O:1][N:2]=[C:3]([C:4]3[O:8][C:7]([CH3:9])=[C:6]([C:10]([O:12][CH3:13])=[O:11])[CH:5]=3)[CH2:22]2)[CH:18]=[C:17]([Cl:27])[CH:16]=1. Given the reactants [OH:1][N:2]=[CH:3][C:4]1[O:8][C:7]([CH3:9])=[C:6]([C:10]([O:12][CH3:13])=[O:11])[CH:5]=1.[Cl:14][C:15]1[CH:20]=[C:19]([C:21]([C:23]([F:26])([F:25])[F:24])=[CH2:22])[CH:18]=[C:17]([Cl:27])[CH:16]=1.[O-]Cl.[Na+].C(N(CC)CC)C, predict the reaction product.